From a dataset of CYP2D6 inhibition data for predicting drug metabolism from PubChem BioAssay. Regression/Classification. Given a drug SMILES string, predict its absorption, distribution, metabolism, or excretion properties. Task type varies by dataset: regression for continuous measurements (e.g., permeability, clearance, half-life) or binary classification for categorical outcomes (e.g., BBB penetration, CYP inhibition). Dataset: cyp2d6_veith. (1) The compound is CC1(C)CN(c2ccccc2)N(C(=O)c2ccc(F)cc2)C1=O. The result is 0 (non-inhibitor). (2) The drug is N#Cc1c2c(c(-n3cnc4ccccc43)n3c1nc1ccccc13)CCC2. The result is 0 (non-inhibitor). (3) The drug is Cc1c(NC(=O)Cn2ccc([N+](=O)[O-])n2)c(=O)n(-c2ccccc2)n1C. The result is 0 (non-inhibitor). (4) The compound is CC(C)(C)c1nnc(NC(=O)c2cc(-c3ccccc3)nc3ccccc23)s1. The result is 0 (non-inhibitor). (5) The drug is O=C(O)C1C(C(=O)O)C(C(=O)O)C1C(=O)O. The result is 0 (non-inhibitor). (6) The compound is NS(=O)(=O)c1ccc(CNC(=O)/C=C/c2ccccc2)cc1. The result is 0 (non-inhibitor). (7) The drug is COCC(=O)N1CCC2(CC1)CN(Cc1ccc(C#N)cc1)C2. The result is 0 (non-inhibitor). (8) The result is 0 (non-inhibitor). The compound is O=C(O)CCSc1ncnc2nc[nH]c12. (9) The molecule is CC(=O)NCCNc1nc(-c2ccccc2CN(C)C)nc2ccccc12. The result is 1 (inhibitor). (10) The molecule is CCCOC(=O)c1c(NC(=O)/C=C/c2cnn(C)c2C)sc(C(=O)OCC)c1C. The result is 0 (non-inhibitor).